From a dataset of Full USPTO retrosynthesis dataset with 1.9M reactions from patents (1976-2016). Predict the reactants needed to synthesize the given product. (1) Given the product [CH3:45][O:44][C:41]1[CH:42]=[C:43]2[C:38](=[CH:39][CH:40]=1)[NH:37][CH:36]=[C:35]2[CH2:34][CH2:33][CH2:32][CH2:31][N:4]1[CH2:5][CH2:6][N:1]([C:7]2[CH:8]=[CH:9][C:10]([N:13]3[CH:18]=[CH:17][CH:16]=[CH:15][C:14]3=[O:19])=[CH:11][CH:12]=2)[CH2:2][CH2:3]1, predict the reactants needed to synthesize it. The reactants are: [N:1]1([C:7]2[CH:12]=[CH:11][C:10]([N:13]3[CH:18]=[CH:17][CH:16]=[CH:15][C:14]3=[O:19])=[CH:9][CH:8]=2)[CH2:6][CH2:5][NH:4][CH2:3][CH2:2]1.CC1C=CC(S(O[CH2:31][CH2:32][CH2:33][CH2:34][C:35]2[C:43]3[C:38](=[CH:39][CH:40]=[C:41]([O:44][CH3:45])[CH:42]=3)[NH:37][CH:36]=2)(=O)=O)=CC=1.C(=O)([O-])[O-].[K+].[K+].[I-].[K+]. (2) Given the product [CH2:35]([NH:34][C:31]1[N:32]=[CH:33][C:22]2[C:21](=[O:37])[N:20]([C:16]3[CH:17]=[N:18][CH:19]=[C:14]([N:11]4[CH2:12][CH2:13][NH:8][CH2:9][CH2:10]4)[CH:15]=3)[CH2:29][C@H:28]3[N:24]([CH2:25][CH2:26][CH2:27]3)[C:23]=2[N:30]=1)[CH3:36], predict the reactants needed to synthesize it. The reactants are: C(OC([N:8]1[CH2:13][CH2:12][N:11]([C:14]2[CH:15]=[C:16]([N:20]3[CH2:29][C@H:28]4[N:24]([CH2:25][CH2:26][CH2:27]4)[C:23]4[N:30]=[C:31]([NH:34][CH2:35][CH3:36])[N:32]=[CH:33][C:22]=4[C:21]3=[O:37])[CH:17]=[N:18][CH:19]=2)[CH2:10][CH2:9]1)=O)(C)(C)C.Cl.C(O)C.